The task is: Predict the reactants needed to synthesize the given product.. This data is from Full USPTO retrosynthesis dataset with 1.9M reactions from patents (1976-2016). The reactants are: C(=O)([O-])[O-].[Cs+].[Cs+].[CH2:7]([C:10]1[S:11][C:12]2[C:21]3[CH:20]=[CH:19][C:18]([OH:22])=[CH:17][C:16]=3[N:15]=[CH:14][C:13]=2[N:23]=1)[CH2:8][CH3:9].I[CH2:25][CH2:26][CH2:27][CH2:28][CH2:29][CH2:30][NH:31][C:32](=[O:38])[O:33][C:34]([CH3:37])([CH3:36])[CH3:35]. Given the product [CH2:7]([C:10]1[S:11][C:12]2[C:21]3[CH:20]=[CH:19][C:18]([O:22][CH2:25][CH2:26][CH2:27][CH2:28][CH2:29][CH2:30][NH:31][C:32](=[O:38])[O:33][C:34]([CH3:37])([CH3:36])[CH3:35])=[CH:17][C:16]=3[N:15]=[CH:14][C:13]=2[N:23]=1)[CH2:8][CH3:9], predict the reactants needed to synthesize it.